From a dataset of HIV replication inhibition screening data with 41,000+ compounds from the AIDS Antiviral Screen. Binary Classification. Given a drug SMILES string, predict its activity (active/inactive) in a high-throughput screening assay against a specified biological target. (1) The drug is Cc1ccc(S(=O)(=O)NN=c2sc3ccccc3n2C)cc1. The result is 0 (inactive). (2) The compound is CN(COC(=O)c1ccccc1)c1nc(N(C)COC(=O)c2ccccc2)nc(N(C)COC(=O)c2ccccc2)n1. The result is 0 (inactive).